Dataset: Catalyst prediction with 721,799 reactions and 888 catalyst types from USPTO. Task: Predict which catalyst facilitates the given reaction. Reactant: [CH2:1]([N:3]1[C:11]2[C:6](=[CH:7][CH:8]=[C:9]([O:12][CH3:13])[CH:10]=2)[C:5]([C:14]#[N:15])=[C:4]1[C:16]1[CH:21]=[CH:20][C:19]([N+:22]([O-:24])=[O:23])=[CH:18][CH:17]=1)[CH3:2].[C:25](Cl)(=[O:27])[CH3:26].[Al+3].[Cl-].[Cl-].[Cl-]. Product: [C:25]([C:8]1[CH:7]=[C:6]2[C:11](=[CH:10][C:9]=1[O:12][CH3:13])[N:3]([CH2:1][CH3:2])[C:4]([C:16]1[CH:17]=[CH:18][C:19]([N+:22]([O-:24])=[O:23])=[CH:20][CH:21]=1)=[C:5]2[C:14]#[N:15])(=[O:27])[CH3:26]. The catalyst class is: 26.